Dataset: Forward reaction prediction with 1.9M reactions from USPTO patents (1976-2016). Task: Predict the product of the given reaction. (1) Given the reactants [Cl:1][C:2]1[CH:10]=[C:9]2[C:5]([C:6]([C:12]3[N:13]=[C:14]4[C:20]([C:21](O)=[O:22])=[CH:19][N:18]([CH2:24][O:25][CH2:26][CH2:27][Si:28]([CH3:31])([CH3:30])[CH3:29])[C:15]4=[N:16][CH:17]=3)=[N:7][N:8]2[CH3:11])=[CH:4][CH:3]=1.[NH2:32][C@@H:33]([CH3:36])[CH2:34][OH:35].CN(C(ON1N=NC2C=CC=CC1=2)=[N+](C)C)C.F[P-](F)(F)(F)(F)F.C1C=CC2N(O)N=NC=2C=1.C(N(CC)C(C)C)(C)C, predict the reaction product. The product is: [OH:35][CH2:34][C@@H:33]([NH:32][C:21]([C:20]1[C:14]2[C:15](=[N:16][CH:17]=[C:12]([C:6]3[C:5]4[C:9](=[CH:10][C:2]([Cl:1])=[CH:3][CH:4]=4)[N:8]([CH3:11])[N:7]=3)[N:13]=2)[N:18]([CH2:24][O:25][CH2:26][CH2:27][Si:28]([CH3:29])([CH3:31])[CH3:30])[CH:19]=1)=[O:22])[CH3:36]. (2) Given the reactants [C:1]([C:5]1[CH:6]=[C:7]([NH:17][C:18](=[O:48])[NH:19][CH2:20][C:21]2[CH:47]=[CH:46][CH:45]=[CH:44][C:22]=2[CH2:23][O:24][C:25]2[CH:30]=[C:29]([CH3:31])[N:28]([C:32]3[CH:33]=[C:34]([CH:38]=[CH:39][C:40]=3[CH3:41])[C:35](O)=[O:36])[C:27](=[O:42])[C:26]=2[Cl:43])[N:8]([C:10]2[CH:15]=[CH:14][C:13]([OH:16])=[CH:12][CH:11]=2)[N:9]=1)([CH3:4])([CH3:3])[CH3:2].CN.C[CH2:52][N:53]=C=NCCCN(C)C, predict the reaction product. The product is: [C:1]([C:5]1[CH:6]=[C:7]([NH:17][C:18](=[O:48])[NH:19][CH2:20][C:21]2[CH:47]=[CH:46][CH:45]=[CH:44][C:22]=2[CH2:23][O:24][C:25]2[CH:30]=[C:29]([CH3:31])[N:28]([C:32]3[CH:33]=[C:34]([CH:38]=[CH:39][C:40]=3[CH3:41])[C:35]([NH:53][CH3:52])=[O:36])[C:27](=[O:42])[C:26]=2[Cl:43])[N:8]([C:10]2[CH:15]=[CH:14][C:13]([OH:16])=[CH:12][CH:11]=2)[N:9]=1)([CH3:4])([CH3:2])[CH3:3]. (3) Given the reactants [C:1]([NH:4][NH:5][C:6](=[O:36])[CH2:7][C:8]1[C:9](=[O:35])[N:10]=[C:11]([O:14][CH2:15][CH2:16][C:17]2[CH:22]=[CH:21][C:20]([O:23][C:24]3[CH:29]=[CH:28][C:27]([Cl:30])=[C:26]([C:31]([F:34])([F:33])[F:32])[CH:25]=3)=[CH:19][CH:18]=2)[NH:12][CH:13]=1)(=O)[CH3:2].CC[N+](S(N=C(OC)[O-])(=O)=O)(CC)CC, predict the reaction product. The product is: [Cl:30][C:27]1[CH:28]=[CH:29][C:24]([O:23][C:20]2[CH:19]=[CH:18][C:17]([CH2:16][CH2:15][O:14][C:11]3[NH:12][CH:13]=[C:8]([CH2:7][C:6]4[O:36][C:1]([CH3:2])=[N:4][N:5]=4)[C:9](=[O:35])[N:10]=3)=[CH:22][CH:21]=2)=[CH:25][C:26]=1[C:31]([F:34])([F:32])[F:33]. (4) Given the reactants Br[C:2]1[CH:7]=[CH:6][CH:5]=[C:4]([Br:8])[N:3]=1.[S:9]1[CH:13]=[CH:12][C:11](B(O)O)=[CH:10]1, predict the reaction product. The product is: [Br:8][C:4]1[CH:5]=[CH:6][CH:7]=[C:2]([C:11]2[CH:12]=[CH:13][S:9][CH:10]=2)[N:3]=1. (5) Given the reactants [Cl:1][C:2]1[C:3]([C:16]2[CH:17]=[N:18][C:19](F)=[C:20]([Cl:22])[CH:21]=2)=[CH:4][C:5]([F:15])=[C:6]([CH:14]=1)[C:7]([NH:9][S:10]([CH3:13])(=[O:12])=[O:11])=[O:8].C([O-])([O-])=O.[Cs+].[Cs+].[F:30][C:31]1[C:36]([F:37])=[CH:35][C:34]([F:38])=[CH:33][C:32]=1[OH:39], predict the reaction product. The product is: [Cl:1][C:2]1[C:3]([C:16]2[CH:17]=[N:18][C:19]([O:39][C:32]3[CH:33]=[C:34]([F:38])[CH:35]=[C:36]([F:37])[C:31]=3[F:30])=[C:20]([Cl:22])[CH:21]=2)=[CH:4][C:5]([F:15])=[C:6]([CH:14]=1)[C:7]([NH:9][S:10]([CH3:13])(=[O:12])=[O:11])=[O:8]. (6) Given the reactants C([N:3]([CH2:6][CH3:7])[CH2:4][CH3:5])C.[P:8]([Cl:11])(Cl)Cl.[NH:12]1[C:20]2[C:15](=[CH:16][CH:17]=[CH:18][CH:19]=2)[CH:14]=[CH:13]1.C(N(CC)CC)C.P(Cl)(Cl)Cl.[C:32]1(C)[CH:37]=CC=[CH:34][CH:33]=1, predict the reaction product. The product is: [NH:12]1[C:20]2[C:15](=[CH:16][CH:17]=[CH:18][CH:19]=2)[CH:14]=[C:13]1[P:8]([C:6]1[NH:3][C:4]2[C:5]([CH:7]=1)=[CH:34][CH:33]=[CH:32][CH:37]=2)[Cl:11]. (7) Given the reactants O=C1CCC(=O)N1O[C:9]([C:11]1[CH:12]=[CH:13][C:14]([C:18]2[C:23]([C:24]([F:27])([F:26])[F:25])=[CH:22][CH:21]=[CH:20][N:19]=2)=[N:15][C:16]=1[NH2:17])=[O:10].CC(C)([O-])C.[K+].[CH3:34][O:35][CH2:36][C:37](=O)[CH2:38][C:39]([O:41][CH3:42])=[O:40].O, predict the reaction product. The product is: [CH3:42][O:41][C:39]([C:38]1[C:37]([CH2:36][O:35][CH3:34])=[N:17][C:16]2[C:11]([C:9]=1[OH:10])=[CH:12][CH:13]=[C:14]([C:18]1[C:23]([C:24]([F:25])([F:26])[F:27])=[CH:22][CH:21]=[CH:20][N:19]=1)[N:15]=2)=[O:40]. (8) Given the reactants [Br:1][C:2]1[CH:7]=[CH:6][C:5]([CH:8]([OH:14])[CH2:9][NH:10][CH2:11][CH2:12][OH:13])=[CH:4][C:3]=1[Cl:15].[CH3:16][C:17]([O:20][C:21](O[C:21]([O:20][C:17]([CH3:19])([CH3:18])[CH3:16])=[O:22])=[O:22])([CH3:19])[CH3:18].C(OCC)(=O)C, predict the reaction product. The product is: [Br:1][C:2]1[CH:7]=[CH:6][C:5]([CH:8]([OH:14])[CH2:9][N:10]([CH2:11][CH2:12][OH:13])[C:21](=[O:22])[O:20][C:17]([CH3:19])([CH3:18])[CH3:16])=[CH:4][C:3]=1[Cl:15]. (9) Given the reactants [C:1]([O:5][C:6](=[O:27])[C@:7]([N:24]=[C:25]=[O:26])([CH3:23])[CH2:8][C:9]1[CH:10]=[N:11][C:12]([NH:15][C:16]([O:18][C:19]([CH3:22])([CH3:21])[CH3:20])=[O:17])=[CH:13][CH:14]=1)([CH3:4])([CH3:3])[CH3:2].[NH2:28][C@@H:29]1[CH2:44][C:43]2=[CH:45][CH:46]=[C:40]([CH:41]=[CH:42]2)[O:39][CH2:38][CH2:37][CH2:36][CH2:35][O:34][CH2:33][C@H:32]([CH:47]([CH3:49])[CH3:48])[NH:31][C:30]1=[O:50], predict the reaction product. The product is: [C:1]([O:5][C:6](=[O:27])[C@:7]([NH:24][C:25]([NH:28][C@@H:29]1[CH2:44][C:43]2=[CH:42][CH:41]=[C:40]([CH:46]=[CH:45]2)[O:39][CH2:38][CH2:37][CH2:36][CH2:35][O:34][CH2:33][C@H:32]([CH:47]([CH3:48])[CH3:49])[NH:31][C:30]1=[O:50])=[O:26])([CH3:23])[CH2:8][C:9]1[CH:10]=[N:11][C:12]([NH:15][C:16]([O:18][C:19]([CH3:20])([CH3:22])[CH3:21])=[O:17])=[CH:13][CH:14]=1)([CH3:2])([CH3:3])[CH3:4]. (10) Given the reactants [Cl:1][C:2]1[CH:7]=[C:6]([N+:8]([O-:10])=[O:9])[CH:5]=[CH:4][C:3]=1I.[CH3:12][Si:13]([C:16]#[CH:17])([CH3:15])[CH3:14], predict the reaction product. The product is: [Cl:1][C:2]1[CH:7]=[C:6]([N+:8]([O-:10])=[O:9])[CH:5]=[CH:4][C:3]=1[C:17]#[C:16][Si:13]([CH3:15])([CH3:14])[CH3:12].